This data is from Full USPTO retrosynthesis dataset with 1.9M reactions from patents (1976-2016). The task is: Predict the reactants needed to synthesize the given product. (1) The reactants are: C(O)C.C(O)(=O)C.[Cl:8][C:9]1[CH:26]=[C:25]([N:27]2[CH2:32][CH2:31][N:30]([C:33]3[CH:38]=[C:37]([CH3:39])[CH:36]=[CH:35][C:34]=3[CH3:40])[CH2:29][CH2:28]2)[C:24]([N+:41]([O-])=O)=[CH:23][C:10]=1[C:11]([NH:13][CH2:14][CH2:15][CH2:16][N:17]1[CH2:21][CH2:20][CH2:19][C:18]1=[O:22])=[O:12]. Given the product [NH2:41][C:24]1[C:25]([N:27]2[CH2:28][CH2:29][N:30]([C:33]3[CH:38]=[C:37]([CH3:39])[CH:36]=[CH:35][C:34]=3[CH3:40])[CH2:31][CH2:32]2)=[CH:26][C:9]([Cl:8])=[C:10]([CH:23]=1)[C:11]([NH:13][CH2:14][CH2:15][CH2:16][N:17]1[CH2:21][CH2:20][CH2:19][C:18]1=[O:22])=[O:12], predict the reactants needed to synthesize it. (2) Given the product [CH3:1][N:2]([C:3]1[CH:8]=[CH:7][CH:6]=[CH:5][CH:4]=1)[C:34]([C:27]1[N:26]=[C:25]([CH2:24][CH2:23][N:17]2[CH2:18][CH2:19][O:20][CH2:21][CH2:22]2)[N:29]2[CH:30]=[CH:31][CH:32]=[CH:33][C:28]=12)=[O:35], predict the reactants needed to synthesize it. The reactants are: [CH3:1][NH:2][C:3]1[CH:8]=[CH:7][CH:6]=[CH:5][CH:4]=1.C(N(CC)CC)C.Cl.[N:17]1([CH2:23][CH2:24][C:25]2[N:29]3[CH:30]=[CH:31][CH:32]=[CH:33][C:28]3=[C:27]([C:34](Cl)=[O:35])[N:26]=2)[CH2:22][CH2:21][O:20][CH2:19][CH2:18]1.